Dataset: TCR-epitope binding with 47,182 pairs between 192 epitopes and 23,139 TCRs. Task: Binary Classification. Given a T-cell receptor sequence (or CDR3 region) and an epitope sequence, predict whether binding occurs between them. (1) The epitope is MPASWVMRI. The TCR CDR3 sequence is CASSEQGDSNQPQHF. Result: 1 (the TCR binds to the epitope). (2) The epitope is LEPLVDLPI. The TCR CDR3 sequence is CASSWGTEAFF. Result: 1 (the TCR binds to the epitope). (3) The epitope is NLVPMVATV. The TCR CDR3 sequence is CASSSRTEGSTDTQYF. Result: 0 (the TCR does not bind to the epitope). (4) The epitope is VTEHDTLLY. Result: 1 (the TCR binds to the epitope). The TCR CDR3 sequence is CASNWQGPYNEQFF. (5) The epitope is GILGFVFTL. The TCR CDR3 sequence is CASSPGLSNTGELFF. Result: 0 (the TCR does not bind to the epitope).